From a dataset of Reaction yield outcomes from USPTO patents with 853,638 reactions. Predict the reaction yield, written as a fraction of the theoretical maximum amount of product (1.0 means a 100% yield; for example, 0.34 means a 34% yield). (1) The reactants are [Cl:1][C:2]1[CH:7]=[CH:6][CH:5]=[CH:4][C:3]=1[CH:8]=[CH:9][O:10]C.Cl.C(=O)(O)[O-].[Na+]. The catalyst is O1CCOCC1.C(OCC)C. The product is [Cl:1][C:2]1[CH:7]=[CH:6][CH:5]=[CH:4][C:3]=1[CH2:8][CH:9]=[O:10]. The yield is 0.900. (2) The reactants are [CH2:1]([O:8][CH2:9][CH2:10][NH:11][C:12]1[N:19]=[C:18]([O:20][C:21]2[CH:26]=[CH:25][C:24]([B:27]3[O:31]C(C)(C)C(C)(C)O3)=[C:23]([CH:36]=[O:37])[CH:22]=2)[CH:17]=[CH:16][C:13]=1[C:14]#[N:15])[C:2]1[CH:7]=[CH:6][CH:5]=[CH:4][CH:3]=1.[BH4-].[Na+].Cl. The catalyst is CO. The product is [CH2:1]([O:8][CH2:9][CH2:10][NH:11][C:12]1[N:19]=[C:18]([O:20][C:21]2[CH:26]=[CH:25][C:24]3[B:27]([OH:31])[O:37][CH2:36][C:23]=3[CH:22]=2)[CH:17]=[CH:16][C:13]=1[C:14]#[N:15])[C:2]1[CH:7]=[CH:6][CH:5]=[CH:4][CH:3]=1. The yield is 0.456. (3) The reactants are [CH3:1][C:2]([S@:5]([NH2:7])=[O:6])([CH3:4])[CH3:3].[Br:8][C:9]1[CH:10]=[CH:11][C:12]([CH:15]=O)=[N:13][CH:14]=1. The catalyst is C(Cl)Cl.[O-]S([O-])(=O)=O.[Cu+2]. The product is [Br:8][C:9]1[CH:10]=[CH:11][C:12](/[CH:15]=[N:7]/[S@@:5]([C:2]([CH3:4])([CH3:3])[CH3:1])=[O:6])=[N:13][CH:14]=1. The yield is 0.970. (4) The reactants are [CH2:1]([N:3]1[C:15]2[C:14](=[O:16])[NH:13][CH2:12][CH2:11][C:10]=2[C:9]2[C:4]1=[CH:5][CH:6]=[CH:7][CH:8]=2)[CH3:2].I[C:18]1[CH:19]=[N:20][CH:21]=[CH:22][C:23]=1[CH3:24].P([O-])([O-])([O-])=O.[K+].[K+].[K+]. The catalyst is [Cu](I)I.O1CCOCC1. The product is [CH2:1]([N:3]1[C:15]2[C:14](=[O:16])[N:13]([C:18]3[CH:19]=[N:20][CH:21]=[CH:22][C:23]=3[CH3:24])[CH2:12][CH2:11][C:10]=2[C:9]2[C:4]1=[CH:5][CH:6]=[CH:7][CH:8]=2)[CH3:2]. The yield is 0.133. (5) The reactants are [Cl:1][C:2]1[C:3]2[C:8]([CH:9]=[C:10]3[C:15]=1[N:14]=[C:13]([C:16]1[N:17]([C:25]4[C:30]([Cl:31])=[CH:29][CH:28]=[CH:27][N:26]=4)[N:18]=[C:19]([C:21]([F:24])([F:23])[F:22])[CH:20]=1)[O:12][C:11]3=[O:32])=[N:7][C:6]([CH3:33])=[C:5]([CH3:34])[N:4]=2.[CH:35]([NH2:38])([CH3:37])[CH3:36]. No catalyst specified. The product is [CH:35]([NH:38][C:11]([C:10]1[CH:9]=[C:8]2[C:3](=[C:2]([Cl:1])[C:15]=1[NH:14][C:13]([C:16]1[N:17]([C:25]3[C:30]([Cl:31])=[CH:29][CH:28]=[CH:27][N:26]=3)[N:18]=[C:19]([C:21]([F:22])([F:23])[F:24])[CH:20]=1)=[O:12])[N:4]=[C:5]([CH3:34])[C:6]([CH3:33])=[N:7]2)=[O:32])([CH3:37])[CH3:36]. The yield is 0.420.